From a dataset of NCI-60 drug combinations with 297,098 pairs across 59 cell lines. Regression. Given two drug SMILES strings and cell line genomic features, predict the synergy score measuring deviation from expected non-interaction effect. (1) Drug 1: CC1OCC2C(O1)C(C(C(O2)OC3C4COC(=O)C4C(C5=CC6=C(C=C35)OCO6)C7=CC(=C(C(=C7)OC)O)OC)O)O. Drug 2: C1CNP(=O)(OC1)N(CCCl)CCCl. Cell line: HCC-2998. Synergy scores: CSS=20.8, Synergy_ZIP=-1.20, Synergy_Bliss=0.496, Synergy_Loewe=-14.6, Synergy_HSA=0.725. (2) Drug 1: CN(C)N=NC1=C(NC=N1)C(=O)N. Drug 2: CCC(=C(C1=CC=CC=C1)C2=CC=C(C=C2)OCCN(C)C)C3=CC=CC=C3.C(C(=O)O)C(CC(=O)O)(C(=O)O)O. Cell line: CAKI-1. Synergy scores: CSS=11.6, Synergy_ZIP=-5.88, Synergy_Bliss=-5.10, Synergy_Loewe=-1.25, Synergy_HSA=-0.743. (3) Drug 1: CC12CCC(CC1=CCC3C2CCC4(C3CC=C4C5=CN=CC=C5)C)O. Drug 2: C1CCC(C(C1)N)N.C(=O)(C(=O)[O-])[O-].[Pt+4]. Cell line: CCRF-CEM. Synergy scores: CSS=35.1, Synergy_ZIP=-4.61, Synergy_Bliss=3.35, Synergy_Loewe=-12.9, Synergy_HSA=4.81. (4) Drug 1: C1=C(C(=O)NC(=O)N1)F. Drug 2: C1C(C(OC1N2C=C(C(=O)NC2=O)F)CO)O. Cell line: HOP-62. Synergy scores: CSS=53.6, Synergy_ZIP=-3.02, Synergy_Bliss=-6.21, Synergy_Loewe=-1.66, Synergy_HSA=0.495. (5) Drug 1: B(C(CC(C)C)NC(=O)C(CC1=CC=CC=C1)NC(=O)C2=NC=CN=C2)(O)O. Drug 2: N.N.Cl[Pt+2]Cl. Cell line: SW-620. Synergy scores: CSS=48.9, Synergy_ZIP=-1.36, Synergy_Bliss=-1.10, Synergy_Loewe=-18.1, Synergy_HSA=0.533. (6) Synergy scores: CSS=68.5, Synergy_ZIP=4.52, Synergy_Bliss=4.19, Synergy_Loewe=-9.84, Synergy_HSA=7.44. Drug 1: CC12CCC3C(C1CCC2=O)CC(=C)C4=CC(=O)C=CC34C. Cell line: SK-OV-3. Drug 2: CCC1=CC2CC(C3=C(CN(C2)C1)C4=CC=CC=C4N3)(C5=C(C=C6C(=C5)C78CCN9C7C(C=CC9)(C(C(C8N6C)(C(=O)OC)O)OC(=O)C)CC)OC)C(=O)OC.C(C(C(=O)O)O)(C(=O)O)O. (7) Drug 1: CC12CCC3C(C1CCC2O)C(CC4=C3C=CC(=C4)O)CCCCCCCCCS(=O)CCCC(C(F)(F)F)(F)F. Drug 2: C1CC(=O)NC(=O)C1N2C(=O)C3=CC=CC=C3C2=O. Cell line: HOP-92. Synergy scores: CSS=2.41, Synergy_ZIP=1.39, Synergy_Bliss=1.94, Synergy_Loewe=3.72, Synergy_HSA=-1.22. (8) Drug 1: C1CCC(C1)C(CC#N)N2C=C(C=N2)C3=C4C=CNC4=NC=N3. Drug 2: CCCS(=O)(=O)NC1=C(C(=C(C=C1)F)C(=O)C2=CNC3=C2C=C(C=N3)C4=CC=C(C=C4)Cl)F. Cell line: SNB-75. Synergy scores: CSS=-4.53, Synergy_ZIP=2.28, Synergy_Bliss=-1.54, Synergy_Loewe=-4.45, Synergy_HSA=-5.29. (9) Synergy scores: CSS=29.1, Synergy_ZIP=-0.186, Synergy_Bliss=-1.40, Synergy_Loewe=-13.0, Synergy_HSA=0.0185. Cell line: MOLT-4. Drug 2: CC1CCC2CC(C(=CC=CC=CC(CC(C(=O)C(C(C(=CC(C(=O)CC(OC(=O)C3CCCCN3C(=O)C(=O)C1(O2)O)C(C)CC4CCC(C(C4)OC)O)C)C)O)OC)C)C)C)OC. Drug 1: CC1=C(C=C(C=C1)NC2=NC=CC(=N2)N(C)C3=CC4=NN(C(=C4C=C3)C)C)S(=O)(=O)N.Cl.